Task: Regression. Given a peptide amino acid sequence and an MHC pseudo amino acid sequence, predict their binding affinity value. This is MHC class I binding data.. Dataset: Peptide-MHC class I binding affinity with 185,985 pairs from IEDB/IMGT (1) The MHC is HLA-A30:02 with pseudo-sequence HLA-A30:02. The peptide sequence is KSDGTGTIY. The binding affinity (normalized) is 0.743. (2) The MHC is HLA-B15:01 with pseudo-sequence HLA-B15:01. The binding affinity (normalized) is 0.0847. The peptide sequence is YFFVKWIGK.